This data is from CYP2C19 inhibition data for predicting drug metabolism from PubChem BioAssay. The task is: Regression/Classification. Given a drug SMILES string, predict its absorption, distribution, metabolism, or excretion properties. Task type varies by dataset: regression for continuous measurements (e.g., permeability, clearance, half-life) or binary classification for categorical outcomes (e.g., BBB penetration, CYP inhibition). Dataset: cyp2c19_veith. (1) The compound is NCC(O)CN.Oc1c(Cl)c(Cl)c(Cl)c(Cl)c1Cl. The result is 0 (non-inhibitor). (2) The drug is COc1ccc2c(c1)-c1ccccc1S(=O)(=O)N2C. The result is 1 (inhibitor).